From a dataset of Peptide-MHC class I binding affinity with 185,985 pairs from IEDB/IMGT. Regression. Given a peptide amino acid sequence and an MHC pseudo amino acid sequence, predict their binding affinity value. This is MHC class I binding data. (1) The peptide sequence is LAMGIMILK. The MHC is HLA-A03:01 with pseudo-sequence HLA-A03:01. The binding affinity (normalized) is 0.698. (2) The peptide sequence is ITLWQRPLV. The MHC is HLA-A30:01 with pseudo-sequence HLA-A30:01. The binding affinity (normalized) is 0.612. (3) The peptide sequence is AEQASQDVKNW. The MHC is HLA-B58:01 with pseudo-sequence HLA-B58:01. The binding affinity (normalized) is 0.114. (4) The peptide sequence is KVTVPTNDHI. The MHC is HLA-A02:01 with pseudo-sequence HLA-A02:01. The binding affinity (normalized) is 0.123. (5) The peptide sequence is FPIPTEVVA. The MHC is HLA-B51:01 with pseudo-sequence HLA-B51:01. The binding affinity (normalized) is 0.182.